The task is: Predict which catalyst facilitates the given reaction.. This data is from Catalyst prediction with 721,799 reactions and 888 catalyst types from USPTO. (1) Reactant: [CH3:1][O:2][CH2:3][CH2:4][CH2:5][O:6][C@@H:7]([C:17]1[CH:22]=[CH:21][CH:20]=[CH:19][CH:18]=1)[C@@H:8]1[CH2:13][CH2:12][CH2:11][N:10]([C:14](Cl)=[O:15])[CH2:9]1.[NH2:23][C@@H:24]([CH2:36][CH:37]1[CH2:42][CH2:41][CH2:40][CH2:39][CH2:38]1)[CH2:25][NH:26][C:27](=[O:35])[O:28][CH2:29][CH2:30][Si:31]([CH3:34])([CH3:33])[CH3:32].C(N(CC)CC)C. Product: [CH3:1][O:2][CH2:3][CH2:4][CH2:5][O:6][C@@H:7]([C:17]1[CH:22]=[CH:21][CH:20]=[CH:19][CH:18]=1)[C@@H:8]1[CH2:13][CH2:12][CH2:11][N:10]([C:14]([NH:23][C@@H:24]([CH2:36][CH:37]2[CH2:38][CH2:39][CH2:40][CH2:41][CH2:42]2)[CH2:25][NH:26][C:27](=[O:35])[O:28][CH2:29][CH2:30][Si:31]([CH3:33])([CH3:34])[CH3:32])=[O:15])[CH2:9]1. The catalyst class is: 2. (2) Product: [CH3:1][C:2]1([CH3:20])[CH2:3][CH2:4][CH:5]([C:8]2[S:9][C:10]3[N:11]=[C:12]([CH3:19])[N:13]=[C:14]([CH:17]=[O:18])[C:15]=3[N:16]=2)[CH2:6][CH2:7]1. The catalyst class is: 2. Reactant: [CH3:1][C:2]1([CH3:20])[CH2:7][CH2:6][CH:5]([C:8]2[S:9][C:10]3[N:11]=[C:12]([CH3:19])[N:13]=[C:14]([CH2:17][OH:18])[C:15]=3[N:16]=2)[CH2:4][CH2:3]1.CC(OI1(OC(C)=O)(OC(C)=O)OC(=O)C2C=CC=CC1=2)=O.[O-]S([O-])(=S)=O.[Na+].[Na+]. (3) The catalyst class is: 59. Reactant: [OH:1][C:2]1[CH:3]=[C:4]([CH:10]=[CH:11][C:12]=1[OH:13])[CH2:5][CH2:6][C:7]([OH:9])=O.[Cl:14][C:15]1[CH:22]=[CH:21][C:18]([CH2:19][NH2:20])=[CH:17][C:16]=1[C:23]([F:26])([F:25])[F:24].CN1CCOCC1.C1C=CC2N(O)N=NC=2C=1.O.CCN=C=NCCCN(C)C.Cl. Product: [Cl:14][C:15]1[CH:22]=[CH:21][C:18]([CH2:19][NH:20][C:7](=[O:9])[CH2:6][CH2:5][C:4]2[CH:10]=[CH:11][C:12]([OH:13])=[C:2]([OH:1])[CH:3]=2)=[CH:17][C:16]=1[C:23]([F:24])([F:25])[F:26]. (4) Reactant: [Br:1][C:2]1[CH:7]=[C:6]([C:8]([CH3:10])=[CH2:9])[CH:5]=[CH:4][C:3]=1F.[C:12]([O:16][CH2:17][CH3:18])(=[O:15])[CH:13]=[O:14].O.FC(F)(F)S([O-])(=O)=O.[Yb+3].FC(F)(F)S([O-])(=O)=O.FC(F)(F)S([O-])(=O)=O. Product: [Br:1][C:2]1[CH:7]=[C:6]([C:8](=[CH2:9])[CH2:10][CH:13]([OH:14])[C:12]([O:16][CH2:17][CH3:18])=[O:15])[CH:5]=[CH:4][CH:3]=1. The catalyst class is: 10. (5) Reactant: [C:1]1([CH2:7][O:8][C:9]([C:11]2([NH2:17])[CH2:16][CH2:15][CH2:14][CH2:13][CH2:12]2)=[O:10])[CH:6]=[CH:5][CH:4]=[CH:3][CH:2]=1.[C:18](OC(OC(C)(C)C)=O)(OC(C)(C)C)=[O:19].C(N(CC)CC)C.[C:40]([N:48]1[CH2:53][CH2:52][NH:51][CH2:50][CH2:49]1)(=[O:47])[C:41]1[CH:46]=[CH:45][CH:44]=[CH:43][CH:42]=1. Product: [C:1]1([CH2:7][O:8][C:9]([C:11]2([NH:17][C:18]([N:51]3[CH2:52][CH2:53][N:48]([C:40](=[O:47])[C:41]4[CH:46]=[CH:45][CH:44]=[CH:43][CH:42]=4)[CH2:49][CH2:50]3)=[O:19])[CH2:12][CH2:13][CH2:14][CH2:15][CH2:16]2)=[O:10])[CH:2]=[CH:3][CH:4]=[CH:5][CH:6]=1. The catalyst class is: 2. (6) Reactant: [CH3:1][C:2]1[CH:16]=[C:15]([CH3:17])[CH:14]=[CH:13][C:3]=1[S:4][C:5]1[CH:12]=[CH:11][C:8]([C:9]#[N:10])=[CH:7][CH:6]=1.C1COCC1.[H-].[Al+3].[Li+].[H-].[H-].[H-].[OH-].[Na+]. Product: [CH3:1][C:2]1[CH:16]=[C:15]([CH3:17])[CH:14]=[CH:13][C:3]=1[S:4][C:5]1[CH:12]=[CH:11][C:8]([CH2:9][NH2:10])=[CH:7][CH:6]=1. The catalyst class is: 97. (7) Reactant: Cl.O.[OH:3][C:4]12[C:15]3[C:10](=[C:11]([N+:16]([O-])=O)[CH:12]=[CH:13][CH:14]=3)[C:9](=[O:19])[C:8]1([NH:20][C:21]([C:23]1[CH:32]=[N:31][C:30]3[C:25](=[CH:26][CH:27]=[CH:28][CH:29]=3)[N:24]=1)=[O:22])[C:7]1[CH:33]=[CH:34][C:35]([CH:37]([CH3:39])[CH3:38])=[CH:36][C:6]=1[O:5]2. Product: [NH2:16][C:11]1[CH:12]=[CH:13][CH:14]=[C:15]2[C:10]=1[C:9](=[O:19])[C:8]1([NH:20][C:21]([C:23]3[CH:32]=[N:31][C:30]4[C:25](=[CH:26][CH:27]=[CH:28][CH:29]=4)[N:24]=3)=[O:22])[C:7]3[CH:33]=[CH:34][C:35]([CH:37]([CH3:39])[CH3:38])=[CH:36][C:6]=3[O:5][C:4]12[OH:3]. The catalyst class is: 186. (8) The catalyst class is: 4. Reactant: [Br:1][C:2]1[C:3]([CH3:9])=[C:4]([CH:6]=[CH:7][CH:8]=1)[NH2:5].[CH3:10][C:11]1([CH3:18])[CH2:16][CH2:15][CH2:14][C:13](=O)[CH2:12]1.C(O[BH-](OC(=O)C)OC(=O)C)(=O)C.[Na+]. Product: [Br:1][C:2]1[C:3]([CH3:9])=[C:4]([NH:5][CH:13]2[CH2:14][CH2:15][CH2:16][C:11]([CH3:18])([CH3:10])[CH2:12]2)[CH:6]=[CH:7][CH:8]=1. (9) Reactant: P(Br)(Br)[Br:2].C1CCC(C2(CN3N=CN=C3)CCN(C([C@H](NC([C@@H:31]3[NH:40][CH2:39][C:38]4[C:33](=[CH:34][CH:35]=[CH:36][CH:37]=4)[CH2:32]3)=O)CC3C=CC(Cl)=CC=3)=O)CC2)CC1.[CH2:47](Br)[CH:48]=[CH2:49].CCN(C(C)C)C(C)C. Product: [BrH:2].[CH2:49]([N:40]1[CH2:31][CH2:32][CH:33]2[C:38](=[CH:37][CH:36]=[CH:35][CH2:34]2)[CH2:39]1)[CH:48]=[CH2:47]. The catalyst class is: 59.